From a dataset of Forward reaction prediction with 1.9M reactions from USPTO patents (1976-2016). Predict the product of the given reaction. (1) The product is: [C:13]([O:17][C:18](=[O:19])[NH:20][CH2:24][CH2:23][CH2:22][C:21](=[O:25])[C:2]1[CH:3]=[N:4][CH:5]=[N:6][CH:7]=1)([CH3:16])([CH3:14])[CH3:15]. Given the reactants Br[C:2]1[CH:3]=[N:4][CH:5]=[N:6][CH:7]=1.C([Li])CCC.[C:13]([O:17][C:18]([N:20]1[CH2:24][CH2:23][CH2:22][C:21]1=[O:25])=[O:19])([CH3:16])([CH3:15])[CH3:14].Cl.C(OCC)C, predict the reaction product. (2) The product is: [CH3:7][O:6][Si:5]([CH2:4][CH2:3][CH2:2][CH2:20][C:19]([NH2:25])=[O:21])([O:10][CH3:11])[O:8][CH3:9]. Given the reactants N[CH2:2][CH2:3][CH2:4][Si:5]([O:10][CH3:11])([O:8][CH3:9])[O:6][CH3:7].C1(C)C=CC=CC=1.[C:19](Cl)(=[O:21])[CH3:20].C([N:25](CC)CC)C, predict the reaction product. (3) Given the reactants [OH:1][C@H:2]([C:40]1[CH:45]=[CH:44][CH:43]=[CH:42][CH:41]=1)[CH2:3][N:4]([CH2:12][CH2:13][C:14]1[CH:19]=[CH:18][C:17]([C:20]2[CH:25]=[CH:24][C:23]([C:26]([NH:28][S:29]([CH2:32][CH2:33][O:34][CH3:35])(=[O:31])=[O:30])=[O:27])=[C:22]([S:36][CH:37]([CH3:39])[CH3:38])[CH:21]=2)=[CH:16][CH:15]=1)C(=O)OC(C)(C)C.C(OC(=O)C)C.[ClH:52], predict the reaction product. The product is: [ClH:52].[OH:1][C@H:2]([C:40]1[CH:41]=[CH:42][CH:43]=[CH:44][CH:45]=1)[CH2:3][NH:4][CH2:12][CH2:13][C:14]1[CH:15]=[CH:16][C:17]([C:20]2[CH:25]=[CH:24][C:23]([C:26]([NH:28][S:29]([CH2:32][CH2:33][O:34][CH3:35])(=[O:30])=[O:31])=[O:27])=[C:22]([S:36][CH:37]([CH3:39])[CH3:38])[CH:21]=2)=[CH:18][CH:19]=1. (4) Given the reactants [O:1]=[C:2]1[O:6][CH2:5][CH2:4][O:3]1.S=C1OCCO1.[CH3:13][C:14]([CH3:29])([CH2:20][O:21][Si:22]([CH3:28])([CH3:27])[C:23]([CH3:26])([CH3:25])[CH3:24])[CH2:15]C(O)CO.C(Cl)(Cl)=O.C1(C)C=CC=CC=1.CN(C)C1C=CC=CC=1, predict the reaction product. The product is: [CH3:15][C:14]([CH3:29])([CH2:20][O:21][Si:22]([CH3:28])([CH3:27])[C:23]([CH3:26])([CH3:25])[CH3:24])[CH2:13][CH:4]1[CH2:5][O:6][C:2](=[O:1])[O:3]1. (5) Given the reactants Cl[CH2:2][CH2:3][NH:4][C:5]1[CH:6]=[C:7]2[C:11](=[CH:12][CH:13]=1)[C:10](=[C:14]1[C:22]3[C:17](=[CH:18][CH:19]=[CH:20][CH:21]=3)[NH:16][C:15]1=[O:23])[O:9][CH2:8]2.[NH:24]1[CH2:29][CH2:28][CH2:27][CH2:26][CH2:25]1, predict the reaction product. The product is: [N:24]1([CH2:2][CH2:3][NH:4][C:5]2[CH:6]=[C:7]3[C:11](=[CH:12][CH:13]=2)[C:10](=[C:14]2[C:22]4[C:17](=[CH:18][CH:19]=[CH:20][CH:21]=4)[NH:16][C:15]2=[O:23])[O:9][CH2:8]3)[CH2:29][CH2:28][CH2:27][CH2:26][CH2:25]1. (6) Given the reactants [CH2:1]([N:3]([CH2:14][CH2:15][NH:16][C:17]([C:19]1[CH:28]=[N:27][C:26]2[C:21](=[CH:22][CH:23]=[C:24]([I:29])[CH:25]=2)[N:20]=1)=[O:18])[CH2:4][CH2:5][NH:6][C:7]1[CH:12]=[CH:11][CH:10]=[C:9]([F:13])[N:8]=1)[CH3:2].[ClH:30].Cl.C(N(CCNC(C1C=NC2C(=CC=C(I)C=2)N=1)=O)CCOC1C(F)=NC=CC=1)C, predict the reaction product. The product is: [ClH:30].[ClH:30].[CH2:1]([N:3]([CH2:14][CH2:15][NH:16][C:17]([C:19]1[CH:28]=[N:27][C:26]2[C:21](=[CH:22][CH:23]=[C:24]([I:29])[CH:25]=2)[N:20]=1)=[O:18])[CH2:4][CH2:5][NH:6][C:7]1[CH:12]=[CH:11][CH:10]=[C:9]([F:13])[N:8]=1)[CH3:2]. (7) Given the reactants I([O-])(=O)(=O)=O.[Na+].[OH2:7].[F:8][C:9]1[CH:17]=[C:16]2[C:12]([C:13]([CH2:28][C:29]([OH:31])=[O:30])=[C:14]([CH3:27])[C:15]2=[CH:18][C:19]2[CH:24]=[CH:23][C:22]([S:25][CH3:26])=[CH:21][CH:20]=2)=[CH:11][C:10]=1[O:32][CH3:33].CO, predict the reaction product. The product is: [F:8][C:9]1[CH:17]=[C:16]2[C:12]([C:13]([CH2:28][C:29]([OH:31])=[O:30])=[C:14]([CH3:27])[C:15]2=[CH:18][C:19]2[CH:24]=[CH:23][C:22]([S:25]([CH3:26])=[O:7])=[CH:21][CH:20]=2)=[CH:11][C:10]=1[O:32][CH3:33].